From a dataset of Reaction yield outcomes from USPTO patents with 853,638 reactions. Predict the reaction yield, written as a fraction of the theoretical maximum amount of product (1.0 means a 100% yield; for example, 0.34 means a 34% yield). (1) The reactants are [CH:1]([O:4][C:5]1[CH:14]=[C:13]([C:15]([F:18])([F:17])[F:16])[C:12]2[C:7](=[CH:8][CH:9]=[C:10]3[NH:22][C@H:21]([CH:23]([CH3:25])[CH3:24])[CH2:20][O:19][C:11]3=2)[N:6]=1)([CH3:3])[CH3:2].C=O.[BH3-][C:29]#N.[Na+]. The catalyst is CC(O)=O. The product is [CH:1]([O:4][C:5]1[CH:14]=[C:13]([C:15]([F:18])([F:17])[F:16])[C:12]2[C:7](=[CH:8][CH:9]=[C:10]3[N:22]([CH3:29])[C@H:21]([CH:23]([CH3:25])[CH3:24])[CH2:20][O:19][C:11]3=2)[N:6]=1)([CH3:3])[CH3:2]. The yield is 0.900. (2) The reactants are C([O:3][C:4]([C:6]1([C:9]2[CH:14]=[CH:13][C:12]([C:15]3[CH:20]=[CH:19][C:18]([C:21]4[S:22][C:23]([Cl:39])=[CH:24][C:25]=4[NH:26][C:27]([O:29][C@@H:30]([C:32]4[CH:37]=[CH:36][CH:35]=[C:34]([F:38])[CH:33]=4)[CH3:31])=[O:28])=[CH:17][CH:16]=3)=[CH:11][CH:10]=2)[CH2:8][CH2:7]1)=[O:5])C.[OH-].[Na+].Cl. The catalyst is C(O)(C)C. The product is [Cl:39][C:23]1[S:22][C:21]([C:18]2[CH:19]=[CH:20][C:15]([C:12]3[CH:13]=[CH:14][C:9]([C:6]4([C:4]([OH:5])=[O:3])[CH2:8][CH2:7]4)=[CH:10][CH:11]=3)=[CH:16][CH:17]=2)=[C:25]([NH:26][C:27]([O:29][C@@H:30]([C:32]2[CH:37]=[CH:36][CH:35]=[C:34]([F:38])[CH:33]=2)[CH3:31])=[O:28])[CH:24]=1. The yield is 0.670.